This data is from Peptide-MHC class I binding affinity with 185,985 pairs from IEDB/IMGT. The task is: Regression. Given a peptide amino acid sequence and an MHC pseudo amino acid sequence, predict their binding affinity value. This is MHC class I binding data. (1) The binding affinity (normalized) is 0. The peptide sequence is ERKQREAL. The MHC is Mamu-A07 with pseudo-sequence Mamu-A07. (2) The peptide sequence is SSVSVLMKEH. The MHC is HLA-A11:01 with pseudo-sequence HLA-A11:01. The binding affinity (normalized) is 0.0439. (3) The peptide sequence is DHQAAFQYI. The MHC is HLA-A02:06 with pseudo-sequence HLA-A02:06. The binding affinity (normalized) is 0. (4) The peptide sequence is TLITGNMSFR. The MHC is HLA-A33:01 with pseudo-sequence HLA-A33:01. The binding affinity (normalized) is 0.476. (5) The peptide sequence is TFVPIAWAAAY. The MHC is HLA-C04:01 with pseudo-sequence HLA-C04:01. The binding affinity (normalized) is 0.0847. (6) The peptide sequence is AVQTKPGIFK. The MHC is HLA-A03:01 with pseudo-sequence HLA-A03:01. The binding affinity (normalized) is 0.725. (7) The MHC is HLA-A02:03 with pseudo-sequence HLA-A02:03. The peptide sequence is STTFHQTLQD. The binding affinity (normalized) is 0. (8) The peptide sequence is FGALFMWLL. The MHC is HLA-A30:02 with pseudo-sequence HLA-A30:02. The binding affinity (normalized) is 0.213.